This data is from Forward reaction prediction with 1.9M reactions from USPTO patents (1976-2016). The task is: Predict the product of the given reaction. (1) Given the reactants [CH3:1][C:2]1[C:6]([CH3:7])=[C:5]([NH:8][C:9](=[O:16])OCC(Cl)(Cl)Cl)[O:4][N:3]=1.[F:17][C:18]1[CH:23]=[CH:22][C:21]([C:24]2[N:25]=[C:26](N3CCCCC3)[S:27][CH:28]=2)=[CH:20][CH:19]=1.C([N:38]([CH:41]([CH3:43])C)[CH2:39][CH3:40])(C)C.O.[CH3:45]S(C)=O, predict the reaction product. The product is: [CH3:1][C:2]1[C:6]([CH3:7])=[C:5]([NH:8][C:9]([N:38]2[CH2:39][CH2:40][CH:45]([C:26]3[S:27][CH:28]=[C:24]([C:21]4[CH:20]=[CH:19][C:18]([F:17])=[CH:23][CH:22]=4)[N:25]=3)[CH2:43][CH2:41]2)=[O:16])[O:4][N:3]=1. (2) Given the reactants CCN(CC)CC.[NH2:8][C:9]1[CH:14]=[C:13]([C:15]([F:18])([F:17])[F:16])[CH:12]=[CH:11][C:10]=1[C:19](=O)[CH3:20].[CH2:22]([O:24][C:25](=[O:30])[CH2:26][C:27](Cl)=[O:28])[CH3:23].CCOC(C)=O.CCCCCC, predict the reaction product. The product is: [CH2:22]([O:24][C:25]([C:26]1[C:27]([OH:28])=[N:8][C:9]2[C:10]([C:19]=1[CH3:20])=[CH:11][CH:12]=[C:13]([C:15]([F:18])([F:17])[F:16])[CH:14]=2)=[O:30])[CH3:23]. (3) Given the reactants [CH2:1]([N:8]1[CH:13]2[CH2:14][CH2:15][CH:9]1[CH:10]=[C:11](OS(C1C=CC(C)=CC=1)(=O)=O)[CH2:12]2)[C:2]1[CH:7]=[CH:6][CH:5]=[CH:4][CH:3]=1.[C:27]([C:30]1[CH:31]=[C:32](B(O)O)[CH:33]=[CH:34][CH:35]=1)(=[O:29])[NH2:28].[F-].[Cs+], predict the reaction product. The product is: [CH2:1]([N:8]1[CH:13]2[CH2:14][CH2:15][CH:9]1[CH:10]=[C:11]([C:34]1[CH:35]=[C:30]([CH:31]=[CH:32][CH:33]=1)[C:27]([NH2:28])=[O:29])[CH2:12]2)[C:2]1[CH:3]=[CH:4][CH:5]=[CH:6][CH:7]=1. (4) Given the reactants [C:1]([OH:10])(=O)[C:2]1[C:3](=[CH:5][CH:6]=[CH:7][CH:8]=1)[NH2:4].[CH3:11][NH2:12].[F:13][C:14]1[CH:21]=[C:20]([O:22][CH3:23])[CH:19]=[CH:18][C:15]=1[CH:16]=O.[Br-].BrCC[CH2:28][NH+:29]1[CH2:34][CH2:33][CH2:32][CH2:31][CH2:30]1, predict the reaction product. The product is: [CH3:11][N:12]1[C:1](=[O:10])[C:2]2[C:3](=[CH:5][CH:6]=[CH:7][CH:8]=2)[N:4]=[C:16]1[C:15]1[CH:18]=[CH:19][C:20]([O:22][CH2:23][CH2:33][CH2:34][N:29]2[CH2:28][CH2:32][CH2:31][CH2:30]2)=[CH:21][C:14]=1[F:13]. (5) Given the reactants [C:1]([O:5][C:6]([N:8]1[CH2:12][CH2:11][C:10]([C:14]2[CH:19]=[CH:18][CH:17]=[C:16]([Cl:20])[C:15]=2[F:21])([OH:13])[CH2:9]1)=[O:7])([CH3:4])([CH3:3])[CH3:2].[H-].[Na+].I[CH3:25], predict the reaction product. The product is: [Cl:20][C:16]1[C:15]([F:21])=[C:14]([C:10]2([O:13][CH3:25])[CH2:11][CH2:12][N:8]([C:6]([O:5][C:1]([CH3:4])([CH3:2])[CH3:3])=[O:7])[CH2:9]2)[CH:19]=[CH:18][CH:17]=1. (6) Given the reactants Cl[C:2]1[N:11]=[CH:10][C:9]2[N:8]([C:12]3[CH:13]=[C:14]([CH:17]=[CH:18][CH:19]=3)[C:15]#[N:16])[C:7](=[O:20])[C@@H:6]([CH3:21])[N:5]([CH:22]3[CH2:27][CH2:26][C:25]([F:29])([F:28])[CH2:24][CH2:23]3)[C:4]=2[N:3]=1.[F:30][C:31]1[CH:32]=[C:33]([NH2:40])[CH:34]=[C:35]2[C:39]=1[NH:38][N:37]=[CH:36]2.FC(F)(F)C(O)=O, predict the reaction product. The product is: [F:29][C:25]1([F:28])[CH2:24][CH2:23][CH:22]([N:5]2[C:4]3[N:3]=[C:2]([NH:40][C:33]4[CH:34]=[C:35]5[C:39](=[C:31]([F:30])[CH:32]=4)[NH:38][N:37]=[CH:36]5)[N:11]=[CH:10][C:9]=3[N:8]([C:12]3[CH:13]=[C:14]([CH:17]=[CH:18][CH:19]=3)[C:15]#[N:16])[C:7](=[O:20])[C@H:6]2[CH3:21])[CH2:27][CH2:26]1. (7) Given the reactants C(O[C:6](=[O:21])[NH:7][CH2:8][CH:9]([C:11](=[O:20])[NH:12][CH2:13][C:14]1[CH:19]=[CH:18][CH:17]=[CH:16][CH:15]=1)[OH:10])(C)(C)C.C(Cl)CCl.C1C=CC2N(O)N=NC=2C=1.[N:36]1([C:42]([NH:44][CH:45]([CH2:49][S:50]([CH2:53][C:54]2[CH:59]=[CH:58][CH:57]=[CH:56][CH:55]=2)(=[O:52])=[O:51])C(O)=O)=[O:43])[CH2:41][CH2:40][O:39][CH2:38][CH2:37]1.CN1CCOCC1.CC(OI1(OC(C)=O)(OC(C)=O)OC(=O)C2C=CC=CC1=2)=O, predict the reaction product. The product is: [CH2:13]([NH:12][C:11]([C:9](=[O:10])[CH2:8][NH:7][C:6]([CH:45]([NH:44][C:42]([N:36]1[CH2:41][CH2:40][O:39][CH2:38][CH2:37]1)=[O:43])[CH2:49][S:50]([CH2:53][C:54]1[CH:55]=[CH:56][CH:57]=[CH:58][CH:59]=1)(=[O:52])=[O:51])=[O:21])=[O:20])[C:14]1[CH:15]=[CH:16][CH:17]=[CH:18][CH:19]=1.